This data is from Merck oncology drug combination screen with 23,052 pairs across 39 cell lines. The task is: Regression. Given two drug SMILES strings and cell line genomic features, predict the synergy score measuring deviation from expected non-interaction effect. Drug 1: CS(=O)(=O)CCNCc1ccc(-c2ccc3ncnc(Nc4ccc(OCc5cccc(F)c5)c(Cl)c4)c3c2)o1. Drug 2: CC(C)CC(NC(=O)C(Cc1ccccc1)NC(=O)c1cnccn1)B(O)O. Cell line: NCIH1650. Synergy scores: synergy=-8.69.